This data is from CYP2D6 inhibition data for predicting drug metabolism from PubChem BioAssay. The task is: Regression/Classification. Given a drug SMILES string, predict its absorption, distribution, metabolism, or excretion properties. Task type varies by dataset: regression for continuous measurements (e.g., permeability, clearance, half-life) or binary classification for categorical outcomes (e.g., BBB penetration, CYP inhibition). Dataset: cyp2d6_veith. The molecule is Cc1ccc(CNCC(O)(c2ccc(F)cc2)c2ccc(F)cc2)cc1. The result is 1 (inhibitor).